This data is from Forward reaction prediction with 1.9M reactions from USPTO patents (1976-2016). The task is: Predict the product of the given reaction. (1) Given the reactants [Cl:1][C:2]1[CH:29]=[CH:28][C:5]([O:6][C:7]2[CH:12]=[CH:11][C:10]([C:13]3[CH:14]([C:23](OCC)=[O:24])[C:15]4([CH2:22][CH2:21][CH2:20][CH2:19][CH2:18]4)[O:16][N:17]=3)=[CH:9][CH:8]=2)=[CH:4][CH:3]=1.[H-].[H-].[H-].[H-].[Li+].[Al+3].O, predict the reaction product. The product is: [Cl:1][C:2]1[CH:29]=[CH:28][C:5]([O:6][C:7]2[CH:8]=[CH:9][C:10]([C:13]3[CH:14]([CH2:23][OH:24])[C:15]4([CH2:22][CH2:21][CH2:20][CH2:19][CH2:18]4)[O:16][N:17]=3)=[CH:11][CH:12]=2)=[CH:4][CH:3]=1. (2) Given the reactants [F:1][C:2]1[CH:7]=[CH:6][C:5]([C:8]2[C:17]3[C:12](=[CH:13][CH:14]=[CH:15][CH:16]=3)[C:11]([N:18]3[CH2:23][CH2:22][N:21](C(OC(C)(C)C)=O)[C@@H:20]([CH3:31])[CH2:19]3)=[N:10][N:9]=2)=[CH:4][CH:3]=1.Cl.CO, predict the reaction product. The product is: [F:1][C:2]1[CH:3]=[CH:4][C:5]([C:8]2[C:17]3[C:12](=[CH:13][CH:14]=[CH:15][CH:16]=3)[C:11]([N:18]3[CH2:23][CH2:22][NH:21][C@@H:20]([CH3:31])[CH2:19]3)=[N:10][N:9]=2)=[CH:6][CH:7]=1. (3) Given the reactants [CH3:1][N:2]([C:4]([NH:6][C:7]([NH2:9])=[NH:8])=[NH:5])[CH3:3].[C:10]([OH:19])(=[O:18])[CH2:11][CH2:12][CH2:13][CH2:14][C:15]([OH:17])=[O:16].C(OCC)(=O)C, predict the reaction product. The product is: [CH3:1][N:2]([C:4]([NH:6][C:7]([NH2:9])=[NH:8])=[NH:5])[CH3:3].[C:10]([O-:19])(=[O:18])[CH2:11][CH2:12][CH2:13][CH2:14][C:15]([O-:17])=[O:16]. (4) The product is: [NH2:1][C:2]1[N:6]([C:7]2[CH:12]=[C:11]([N+:13]([O-:15])=[O:14])[CH:10]=[CH:9][C:8]=2[CH2:16][OH:17])[N:5]=[C:4]([C:24]2[CH:29]=[CH:28][C:27]([O:30][C:31]3[CH:36]=[CH:35][CH:34]=[CH:33][CH:32]=3)=[CH:26][CH:25]=2)[C:3]=1[C:37]([NH2:39])=[O:38]. Given the reactants [NH2:1][C:2]1[N:6]([C:7]2[CH:12]=[C:11]([N+:13]([O-:15])=[O:14])[CH:10]=[CH:9][C:8]=2[CH2:16][O:17]C2CCCCO2)[N:5]=[C:4]([C:24]2[CH:29]=[CH:28][C:27]([O:30][C:31]3[CH:36]=[CH:35][CH:34]=[CH:33][CH:32]=3)=[CH:26][CH:25]=2)[C:3]=1[C:37]([NH2:39])=[O:38].Cl, predict the reaction product. (5) Given the reactants C([O:8][C:9]1[CH:18]=[C:17]2[C:12]([C:13]([O:19][C:20]3[C:21]([C:28]4[S:29][C:30]([CH3:34])=[C:31]([CH3:33])[N:32]=4)=[N:22][C:23]([CH3:27])=[C:24]([CH3:26])[CH:25]=3)=[CH:14][CH:15]=[N:16]2)=[CH:11][C:10]=1[O:35][CH3:36])C1C=CC=CC=1.CS(O)(=O)=O, predict the reaction product. The product is: [CH3:33][C:31]1[N:32]=[C:28]([C:21]2[C:20]([O:19][C:13]3[C:12]4[C:17](=[CH:18][C:9]([OH:8])=[C:10]([O:35][CH3:36])[CH:11]=4)[N:16]=[CH:15][CH:14]=3)=[CH:25][C:24]([CH3:26])=[C:23]([CH3:27])[N:22]=2)[S:29][C:30]=1[CH3:34]. (6) Given the reactants [OH:1][CH:2]([CH2:22][CH2:23][CH2:24][CH2:25][CH2:26][C:27]([O:29][CH2:30][CH2:31][CH2:32][CH2:33][CH2:34][CH2:35][CH2:36][CH2:37][CH2:38][CH2:39][CH3:40])=[O:28])[CH2:3][CH2:4][CH2:5][CH2:6][CH2:7][C:8]([O:10][CH2:11][CH2:12][CH2:13][CH2:14][CH2:15][CH2:16][CH2:17][CH2:18][CH2:19][CH2:20][CH3:21])=[O:9].CCN=C=N[CH2:46][CH2:47][CH2:48][N:49]([CH3:51])[CH3:50].Cl.Cl.CN(C(CC)[C:58](O)=[O:59])C, predict the reaction product. The product is: [CH3:50][N:49]([CH3:51])[CH2:48][CH2:47][CH2:46][C:58]([O:1][CH:2]([CH2:3][CH2:4][CH2:5][CH2:6][CH2:7][C:8]([O:10][CH2:11][CH2:12][CH2:13][CH2:14][CH2:15][CH2:16][CH2:17][CH2:18][CH2:19][CH2:20][CH3:21])=[O:9])[CH2:22][CH2:23][CH2:24][CH2:25][CH2:26][C:27]([O:29][CH2:30][CH2:31][CH2:32][CH2:33][CH2:34][CH2:35][CH2:36][CH2:37][CH2:38][CH2:39][CH3:40])=[O:28])=[O:59]. (7) Given the reactants Cl.[CH2:2]([O:4][C:5](=[O:8])[CH2:6][NH2:7])[CH3:3].[CH2:9]([O:11][CH:12]([O:15][CH2:16][CH3:17])[CH2:13]Br)[CH3:10].C(=O)([O-])[O-].[Cs+].[Cs+].[I-].[Na+].Cl, predict the reaction product. The product is: [CH2:9]([O:11][CH:12]([O:15][CH2:16][CH3:17])[CH2:13][NH:7][CH2:6][C:5]([O:4][CH2:2][CH3:3])=[O:8])[CH3:10]. (8) Given the reactants [Br:1][C:2]1[CH:9]=[CH:8][C:5]([CH:6]=O)=[C:4]([F:10])[CH:3]=1.[NH:11]1[CH2:15][CH2:14][C@@H:13]([OH:16])[CH2:12]1.C(O[BH-](OC(=O)C)OC(=O)C)(=O)C.[Na+], predict the reaction product. The product is: [Br:1][C:2]1[CH:9]=[CH:8][C:5]([CH2:6][N:11]2[CH2:15][CH2:14][C@@H:13]([OH:16])[CH2:12]2)=[C:4]([F:10])[CH:3]=1. (9) Given the reactants [CH3:1][O:2][C:3]1[C:4]([CH3:25])=[C:5]([C:16]([O:23][CH3:24])=[C:17]([O:21][CH3:22])[C:18]=1[O:19][CH3:20])[CH2:6][C:7]1[CH:14]=[CH:13][C:10]([CH:11]=[O:12])=[C:9]([OH:15])[CH:8]=1.C(=O)([O-])[O-].[Na+].[Na+].[CH2:32](Br)[C:33]1[CH:38]=[CH:37][CH:36]=[CH:35][CH:34]=1, predict the reaction product. The product is: [CH3:1][O:2][C:3]1[C:4]([CH3:25])=[C:5]([C:16]([O:23][CH3:24])=[C:17]([O:21][CH3:22])[C:18]=1[O:19][CH3:20])[CH2:6][C:7]1[CH:14]=[CH:13][C:10]([CH:11]=[O:12])=[C:9]([O:15][CH2:32][C:33]2[CH:38]=[CH:37][CH:36]=[CH:35][CH:34]=2)[CH:8]=1. (10) The product is: [N+:14]([C:10]1[CH:9]=[C:8]([N:1]2[CH2:6][CH2:5][NH:4][CH2:3][CH2:2]2)[CH:13]=[CH:12][CH:11]=1)([O-:16])=[O:15]. Given the reactants [NH:1]1[CH2:6][CH2:5][NH:4][CH2:3][CH2:2]1.F[C:8]1[CH:9]=[C:10]([N+:14]([O-:16])=[O:15])[CH:11]=[CH:12][CH:13]=1, predict the reaction product.